Dataset: Reaction yield outcomes from USPTO patents with 853,638 reactions. Task: Predict the reaction yield, written as a fraction of the theoretical maximum amount of product (1.0 means a 100% yield; for example, 0.34 means a 34% yield). (1) The reactants are [CH3:1][O:2][C:3]1[CH:8]=[CH:7][C:6]([OH:9])=[CH:5][CH:4]=1.[O:10]1[CH:15]=[CH:14][CH2:13][CH2:12][CH2:11]1.CC1C=CC(S(O)(=O)=O)=CC=1.C(N(CC)CC)C. The catalyst is C(Cl)Cl. The product is [CH3:1][O:2][C:3]1[CH:8]=[CH:7][C:6]([O:9][CH:11]2[CH2:12][CH2:13][CH2:14][CH2:15][O:10]2)=[CH:5][CH:4]=1. The yield is 1.00. (2) The product is [ClH:2].[Cl:15][C:11]1[CH:10]=[C:9]([C:7]2[N:6]=[C:5]3[CH2:16][CH2:17][CH2:18][C:4]3=[C:3]([NH:19][C:20]3[CH:21]=[CH:22][C:23]([CH2:26][C:27]([O:29][CH3:30])=[O:28])=[N:24][CH:25]=3)[CH:8]=2)[CH:14]=[CH:13][CH:12]=1. The yield is 0.740. No catalyst specified. The reactants are Cl.[Cl:2][C:3]1[CH:8]=[C:7]([C:9]2[CH:14]=[CH:13][CH:12]=[C:11]([Cl:15])[CH:10]=2)[N:6]=[C:5]2[CH2:16][CH2:17][CH2:18][C:4]=12.[NH2:19][C:20]1[CH:21]=[CH:22][C:23]([CH2:26][C:27]([O:29][CH3:30])=[O:28])=[N:24][CH:25]=1. (3) The reactants are [Br:1][C:2]1[CH:3]=[CH:4][C:5]([C:8]([CH3:13])([CH3:12])[C:9]([OH:11])=O)=[N:6][CH:7]=1.[CH2:14]([NH2:18])[CH:15]([CH3:17])[CH3:16]. No catalyst specified. The product is [Br:1][C:2]1[CH:3]=[CH:4][C:5]([C:8]([CH3:13])([CH3:12])[C:9]([NH:18][CH2:14][CH:15]([CH3:17])[CH3:16])=[O:11])=[N:6][CH:7]=1. The yield is 0.320. (4) The reactants are C([BH3-])#N.[Na+].[C:5]([C@@H:8]1[CH2:10][C@H:9]1[C:11]1[C:19]2[C:14](=[CH:15][CH:16]=[C:17]([C:20]#[N:21])[CH:18]=2)[N:13](S(C2C=CC(C)=CC=2)(=O)=O)[CH:12]=1)(=O)[CH3:6].[CH3:32][NH:33][CH3:34].C(O)(=O)C.[OH-].[Na+]. The catalyst is CC(O)C.[Cl-].[Na+].O.O.C(O)C. The product is [CH3:32][N:33]([CH3:34])[CH:5]([CH:8]1[CH2:10][CH:9]1[C:11]1[C:19]2[C:14](=[CH:15][CH:16]=[C:17]([C:20]#[N:21])[CH:18]=2)[NH:13][CH:12]=1)[CH3:6]. The yield is 1.00. (5) The reactants are Cl[C:2]1[N:7]=[CH:6][C:5]2[CH2:8][N:9]([C:11]([C:13]3[CH:18]=[C:17]([S:19]([CH3:22])(=[O:21])=[O:20])[CH:16]=[CH:15][C:14]=3[O:23][C@@H:24]([CH3:29])[C:25]([F:28])([F:27])[F:26])=[O:12])[CH2:10][C:4]=2[CH:3]=1.[NH:30]1[CH2:35][CH2:34][O:33][CH2:32][CH2:31]1. The catalyst is CC(N(C)C)=O. The product is [CH3:22][S:19]([C:17]1[CH:16]=[CH:15][C:14]([O:23][C@@H:24]([CH3:29])[C:25]([F:27])([F:26])[F:28])=[C:13]([C:11]([N:9]2[CH2:10][C:4]3[CH:3]=[C:2]([N:30]4[CH2:35][CH2:34][O:33][CH2:32][CH2:31]4)[N:7]=[CH:6][C:5]=3[CH2:8]2)=[O:12])[CH:18]=1)(=[O:21])=[O:20]. The yield is 0.130. (6) The reactants are C([O:4][C:5]1[CH:10]=[C:9]([Cl:11])[C:8]([CH2:12][C:13]2[CH:18]=[CH:17][C:16]([O:19][CH2:20][CH3:21])=[CH:15][CH:14]=2)=[CH:7][C:6]=1[C@H:22]1[C@H:27]([O:28][CH2:29][C:30]2[CH:35]=[CH:34][CH:33]=[CH:32][CH:31]=2)[C@@H:26]([O:36][CH2:37][C:38]2[CH:43]=[CH:42][CH:41]=[CH:40][CH:39]=2)[C@H:25]([O:44][CH2:45][C:46]2[CH:51]=[CH:50][CH:49]=[CH:48][CH:47]=2)[C@@H:24]([CH2:52][O:53][CH2:54][C:55]2[CH:60]=[CH:59][CH:58]=[CH:57][CH:56]=2)[O:23]1)C=C.[BH4-].[Na+].[NH4+].[Cl-]. The yield is 0.680. The product is [Cl:11][C:9]1[C:8]([CH2:12][C:13]2[CH:14]=[CH:15][C:16]([O:19][CH2:20][CH3:21])=[CH:17][CH:18]=2)=[CH:7][C:6]([C@H:22]2[C@H:27]([O:28][CH2:29][C:30]3[CH:35]=[CH:34][CH:33]=[CH:32][CH:31]=3)[C@@H:26]([O:36][CH2:37][C:38]3[CH:43]=[CH:42][CH:41]=[CH:40][CH:39]=3)[C@H:25]([O:44][CH2:45][C:46]3[CH:51]=[CH:50][CH:49]=[CH:48][CH:47]=3)[C@@H:24]([CH2:52][O:53][CH2:54][C:55]3[CH:60]=[CH:59][CH:58]=[CH:57][CH:56]=3)[O:23]2)=[C:5]([OH:4])[CH:10]=1. The catalyst is C1COCC1.C1C=CC([P]([Pd]([P](C2C=CC=CC=2)(C2C=CC=CC=2)C2C=CC=CC=2)([P](C2C=CC=CC=2)(C2C=CC=CC=2)C2C=CC=CC=2)[P](C2C=CC=CC=2)(C2C=CC=CC=2)C2C=CC=CC=2)(C2C=CC=CC=2)C2C=CC=CC=2)=CC=1. (7) The reactants are N1(CCNC(=O)/C=C/C2C=CC=CC=2F)C2C=CC=CC=2N=C1.[F:24][C:25]1[CH:30]=[CH:29][C:28](/[CH:31]=[C:32](\[CH3:36])/[C:33]([OH:35])=O)=[CH:27][CH:26]=1.[O:37]1[CH2:42][CH2:41][N:40]([CH2:43][CH2:44][CH2:45][NH2:46])[CH2:39][CH2:38]1.CCN=C=NCCCN(C)C.Cl. The catalyst is C(Cl)Cl. The product is [F:24][C:25]1[CH:26]=[CH:27][C:28](/[CH:31]=[C:32](\[CH3:36])/[C:33]([NH:46][CH2:45][CH2:44][CH2:43][N:40]2[CH2:41][CH2:42][O:37][CH2:38][CH2:39]2)=[O:35])=[CH:29][CH:30]=1. The yield is 0.600.